From a dataset of NCI-60 drug combinations with 297,098 pairs across 59 cell lines. Regression. Given two drug SMILES strings and cell line genomic features, predict the synergy score measuring deviation from expected non-interaction effect. (1) Drug 1: CNC(=O)C1=CC=CC=C1SC2=CC3=C(C=C2)C(=NN3)C=CC4=CC=CC=N4. Drug 2: CC1CCC2CC(C(=CC=CC=CC(CC(C(=O)C(C(C(=CC(C(=O)CC(OC(=O)C3CCCCN3C(=O)C(=O)C1(O2)O)C(C)CC4CCC(C(C4)OC)OCCO)C)C)O)OC)C)C)C)OC. Cell line: OVCAR3. Synergy scores: CSS=15.8, Synergy_ZIP=3.14, Synergy_Bliss=0.426, Synergy_Loewe=-14.7, Synergy_HSA=-2.32. (2) Drug 2: CC12CCC3C(C1CCC2O)C(CC4=C3C=CC(=C4)O)CCCCCCCCCS(=O)CCCC(C(F)(F)F)(F)F. Drug 1: CC1CCC2CC(C(=CC=CC=CC(CC(C(=O)C(C(C(=CC(C(=O)CC(OC(=O)C3CCCCN3C(=O)C(=O)C1(O2)O)C(C)CC4CCC(C(C4)OC)O)C)C)O)OC)C)C)C)OC. Cell line: EKVX. Synergy scores: CSS=-0.237, Synergy_ZIP=2.18, Synergy_Bliss=2.59, Synergy_Loewe=2.04, Synergy_HSA=-0.427. (3) Drug 1: CS(=O)(=O)C1=CC(=C(C=C1)C(=O)NC2=CC(=C(C=C2)Cl)C3=CC=CC=N3)Cl. Drug 2: CC1=CC=C(C=C1)C2=CC(=NN2C3=CC=C(C=C3)S(=O)(=O)N)C(F)(F)F. Cell line: SR. Synergy scores: CSS=20.6, Synergy_ZIP=1.10, Synergy_Bliss=2.33, Synergy_Loewe=4.65, Synergy_HSA=4.49. (4) Drug 1: CC1=C2C(C(=O)C3(C(CC4C(C3C(C(C2(C)C)(CC1OC(=O)C(C(C5=CC=CC=C5)NC(=O)OC(C)(C)C)O)O)OC(=O)C6=CC=CC=C6)(CO4)OC(=O)C)O)C)O. Drug 2: CC1C(C(CC(O1)OC2CC(CC3=C2C(=C4C(=C3O)C(=O)C5=CC=CC=C5C4=O)O)(C(=O)C)O)N)O. Cell line: HCT116. Synergy scores: CSS=45.2, Synergy_ZIP=-0.870, Synergy_Bliss=-0.607, Synergy_Loewe=3.45, Synergy_HSA=4.94. (5) Drug 1: CN(C)N=NC1=C(NC=N1)C(=O)N. Drug 2: CN1C(=O)N2C=NC(=C2N=N1)C(=O)N. Cell line: UO-31. Synergy scores: CSS=9.24, Synergy_ZIP=-4.99, Synergy_Bliss=-4.05, Synergy_Loewe=-9.20, Synergy_HSA=-4.48. (6) Drug 1: CC1OCC2C(O1)C(C(C(O2)OC3C4COC(=O)C4C(C5=CC6=C(C=C35)OCO6)C7=CC(=C(C(=C7)OC)O)OC)O)O. Synergy scores: CSS=60.9, Synergy_ZIP=17.8, Synergy_Bliss=18.7, Synergy_Loewe=-20.2, Synergy_HSA=17.7. Cell line: COLO 205. Drug 2: CC1=CC2C(CCC3(C2CCC3(C(=O)C)OC(=O)C)C)C4(C1=CC(=O)CC4)C. (7) Drug 1: CN(C)N=NC1=C(NC=N1)C(=O)N. Drug 2: CN1C2=C(C=C(C=C2)N(CCCl)CCCl)N=C1CCCC(=O)O.Cl. Cell line: OVCAR-5. Synergy scores: CSS=0.227, Synergy_ZIP=0.0585, Synergy_Bliss=1.09, Synergy_Loewe=-1.32, Synergy_HSA=-0.736. (8) Drug 1: CC1C(C(=O)NC(C(=O)N2CCCC2C(=O)N(CC(=O)N(C(C(=O)O1)C(C)C)C)C)C(C)C)NC(=O)C3=C4C(=C(C=C3)C)OC5=C(C(=O)C(=C(C5=N4)C(=O)NC6C(OC(=O)C(N(C(=O)CN(C(=O)C7CCCN7C(=O)C(NC6=O)C(C)C)C)C)C(C)C)C)N)C. Drug 2: CS(=O)(=O)CCNCC1=CC=C(O1)C2=CC3=C(C=C2)N=CN=C3NC4=CC(=C(C=C4)OCC5=CC(=CC=C5)F)Cl. Cell line: DU-145. Synergy scores: CSS=21.2, Synergy_ZIP=6.62, Synergy_Bliss=8.13, Synergy_Loewe=6.05, Synergy_HSA=6.19. (9) Drug 1: CS(=O)(=O)C1=CC(=C(C=C1)C(=O)NC2=CC(=C(C=C2)Cl)C3=CC=CC=N3)Cl. Drug 2: CCC1=C2CN3C(=CC4=C(C3=O)COC(=O)C4(CC)O)C2=NC5=C1C=C(C=C5)O. Cell line: COLO 205. Synergy scores: CSS=45.6, Synergy_ZIP=5.71, Synergy_Bliss=6.51, Synergy_Loewe=-24.8, Synergy_HSA=2.26.